From a dataset of Forward reaction prediction with 1.9M reactions from USPTO patents (1976-2016). Predict the product of the given reaction. (1) Given the reactants [C:1]([O:5][C:6]([N:8]1[CH2:13][CH2:12][CH:11]([NH:14][CH2:15][C:16]2[C:21]([CH3:22])=[CH:20][C:19]([Cl:23])=[CH:18][N:17]=2)[CH2:10][CH2:9]1)=[O:7])([CH3:4])([CH3:3])[CH3:2].[CH:24]([C:27]1[C:28]([CH:33]=O)=[N:29][CH:30]=[CH:31][CH:32]=1)([CH3:26])[CH3:25].[BH-](OC(C)=O)(OC(C)=O)OC(C)=O.[Na+], predict the reaction product. The product is: [C:1]([O:5][C:6]([N:8]1[CH2:9][CH2:10][CH:11]([N:14]([CH2:15][C:16]2[C:21]([CH3:22])=[CH:20][C:19]([Cl:23])=[CH:18][N:17]=2)[CH2:33][C:28]2[C:27]([CH:24]([CH3:26])[CH3:25])=[CH:32][CH:31]=[CH:30][N:29]=2)[CH2:12][CH2:13]1)=[O:7])([CH3:4])([CH3:3])[CH3:2]. (2) Given the reactants [CH3:1][N:2]1[CH:6]=[C:5]([C:7]2[N:12]=[C:11]3[N:13]([CH2:16][C@H:17]4[O:22][CH2:21][CH2:20][N:19]([C:23]5[N:28]=[CH:27][C:26](B6OC(C)(C)C(C)(C)O6)=[CH:25][N:24]=5)[CH2:18]4)[N:14]=[N:15][C:10]3=[N:9][CH:8]=2)[CH:4]=[N:3]1.C1C[O:41]CC1, predict the reaction product. The product is: [CH3:1][N:2]1[CH:6]=[C:5]([C:7]2[N:12]=[C:11]3[N:13]([CH2:16][C@@H:17]4[CH2:18][N:19]([C:23]5[N:24]=[CH:25][C:26]([OH:41])=[CH:27][N:28]=5)[CH2:20][CH2:21][O:22]4)[N:14]=[N:15][C:10]3=[N:9][CH:8]=2)[CH:4]=[N:3]1. (3) Given the reactants [Li]CCCC.[CH2:6]([C:12]1[O:13][CH:14]=[CH:15][CH:16]=1)[CH2:7][CH2:8][CH2:9][CH2:10][CH3:11].[I:17]I.O, predict the reaction product. The product is: [CH2:6]([C:12]1[O:13][C:14]([I:17])=[CH:15][CH:16]=1)[CH2:7][CH2:8][CH2:9][CH2:10][CH3:11]. (4) Given the reactants [CH2:1]([C:3]1[CH:8]=[CH:7][C:6]([C:9]2[C:13]([C:14](OCC)=[O:15])=[C:12]([C:19]([F:22])([F:21])[F:20])[S:11][N:10]=2)=[CH:5][CH:4]=1)[CH3:2].CC(C[AlH]CC(C)C)C, predict the reaction product. The product is: [CH2:1]([C:3]1[CH:4]=[CH:5][C:6]([C:9]2[C:13]([CH2:14][OH:15])=[C:12]([C:19]([F:22])([F:21])[F:20])[S:11][N:10]=2)=[CH:7][CH:8]=1)[CH3:2]. (5) Given the reactants C1(C[O:8][C@@H:9]2[CH2:14][CH2:13][CH2:12][CH2:11][C@H:10]2[NH:15][CH:16]2[CH2:21][CH2:20][N:19]([C:22]([O:24][C:25]([CH3:28])([CH3:27])[CH3:26])=[O:23])[CH2:18][CH2:17]2)C=CC=CC=1, predict the reaction product. The product is: [OH:8][C@@H:9]1[CH2:14][CH2:13][CH2:12][CH2:11][C@H:10]1[NH:15][CH:16]1[CH2:17][CH2:18][N:19]([C:22]([O:24][C:25]([CH3:28])([CH3:27])[CH3:26])=[O:23])[CH2:20][CH2:21]1. (6) Given the reactants [Cl:1][C:2]1[N:10]=[C:9]([Cl:11])[CH:8]=[C:7]([CH3:12])[C:3]=1[C:4](O)=[O:5].S(Cl)([Cl:15])=O, predict the reaction product. The product is: [Cl:1][C:2]1[N:10]=[C:9]([Cl:11])[CH:8]=[C:7]([CH3:12])[C:3]=1[C:4]([Cl:15])=[O:5].